This data is from TCR-epitope binding with 47,182 pairs between 192 epitopes and 23,139 TCRs. The task is: Binary Classification. Given a T-cell receptor sequence (or CDR3 region) and an epitope sequence, predict whether binding occurs between them. (1) The epitope is QVPLRPMTYK. The TCR CDR3 sequence is CASSLTGGMREQYF. Result: 0 (the TCR does not bind to the epitope). (2) Result: 1 (the TCR binds to the epitope). The TCR CDR3 sequence is CASRTSGAAYEQYF. The epitope is TLIGDCATV. (3) The epitope is YLQPRTFLL. The TCR CDR3 sequence is CASSDLSTGELFF. Result: 1 (the TCR binds to the epitope). (4) The epitope is LEPLVDLPI. The TCR CDR3 sequence is CASSRLAGGVGELFF. Result: 1 (the TCR binds to the epitope). (5) The epitope is QARQMVQAMRTIGTHP. The TCR CDR3 sequence is CASSPPTSGDSNIQYF. Result: 1 (the TCR binds to the epitope). (6) The epitope is WICLLQFAY. The TCR CDR3 sequence is CASPLIEETIPYEQYF. Result: 0 (the TCR does not bind to the epitope).